Dataset: Catalyst prediction with 721,799 reactions and 888 catalyst types from USPTO. Task: Predict which catalyst facilitates the given reaction. Reactant: [C:1]([O:5][C:6]([N:8]1[CH2:13][CH2:12][N:11]([CH2:14][C:15]2[N:16]=[C:17]3[N:21]([CH:22]=2)[C:20]([C:23]2[CH:28]=[CH:27][CH:26]=[CH:25][C:24]=2[N+:29]([O-])=O)=[CH:19][S:18]3)[CH2:10][CH2:9]1)=[O:7])([CH3:4])([CH3:3])[CH3:2].CO.O.[SH-].[Na+]. Product: [C:1]([O:5][C:6]([N:8]1[CH2:9][CH2:10][N:11]([CH2:14][C:15]2[N:16]=[C:17]3[N:21]([CH:22]=2)[C:20]([C:23]2[CH:28]=[CH:27][CH:26]=[CH:25][C:24]=2[NH2:29])=[CH:19][S:18]3)[CH2:12][CH2:13]1)=[O:7])([CH3:4])([CH3:2])[CH3:3]. The catalyst class is: 6.